This data is from CYP1A2 inhibition data for predicting drug metabolism from PubChem BioAssay. The task is: Regression/Classification. Given a drug SMILES string, predict its absorption, distribution, metabolism, or excretion properties. Task type varies by dataset: regression for continuous measurements (e.g., permeability, clearance, half-life) or binary classification for categorical outcomes (e.g., BBB penetration, CYP inhibition). Dataset: cyp1a2_veith. (1) The result is 1 (inhibitor). The compound is CCc1oc2ccccc2c1C(=O)c1cc(Br)c(O)c(Br)c1. (2) The compound is COC(=O)[C@@]1(Cc2ccc(OC)cc2)[C@H]2c3cc(C(=O)N4CCCC4)n(CCc4ccc(O)c(OC)c4)c3C[C@H]2CN1C(=O)c1ccccc1. The result is 0 (non-inhibitor). (3) The drug is CN(C1CCCCC1)S(=O)(=O)c1ccc(NC(=S)NC(=O)c2cccs2)cc1. The result is 0 (non-inhibitor). (4) The compound is Cc1ccccc1-n1c(=O)cc(N2CC(C)OC(C)C2)[nH]c1=O. The result is 0 (non-inhibitor). (5) The drug is CCCCOc1ccc(-c2nnn(CC(=O)c3c[nH]c4ccccc34)n2)cc1. The result is 0 (non-inhibitor). (6) The drug is COCCn1c(=O)c(-c2ccc(OC)cc2)nc2cnc(N3CCN(C)CC3)nc21. The result is 0 (non-inhibitor). (7) The result is 0 (non-inhibitor). The molecule is NC[C@@H](O)CSP(=O)(O)O. (8) The molecule is O=S(=O)(c1ccccc1)N1CCC[C@@]2(CCN(C(c3ccccc3)c3ccccc3)C2)C1. The result is 0 (non-inhibitor). (9) The molecule is O=C(CCN1CCN(c2ccccc2F)CC1)Nc1ccccc1F. The result is 0 (non-inhibitor).